Dataset: Reaction yield outcomes from USPTO patents with 853,638 reactions. Task: Predict the reaction yield, written as a fraction of the theoretical maximum amount of product (1.0 means a 100% yield; for example, 0.34 means a 34% yield). (1) The reactants are [F:1][C:2]([F:33])([F:32])[C:3]1[CH:4]=[C:5]([CH:25]=[C:26]([C:28]([F:31])([F:30])[F:29])[CH:27]=1)[CH2:6][N:7]([CH3:24])[C:8](=[O:23])[C:9]1[C:14]([C:15]2[CH:20]=[CH:19][CH:18]=[CH:17][C:16]=2[CH3:21])=[CH:13][C:12](I)=[N:11][CH:10]=1.[OH:34][C:35]1[CH:36]=[C:37]([CH:40]=[CH:41][CH:42]=1)[C:38]#[N:39].C(=O)([O-])[O-].[K+].[K+].COC(C)(C)C. The catalyst is N1C=CC=CC=1.[Cu-]=O. The product is [F:1][C:2]([F:33])([F:32])[C:3]1[CH:4]=[C:5]([CH:25]=[C:26]([C:28]([F:31])([F:30])[F:29])[CH:27]=1)[CH2:6][N:7]([CH3:24])[C:8](=[O:23])[C:9]1[C:14]([C:15]2[CH:20]=[CH:19][CH:18]=[CH:17][C:16]=2[CH3:21])=[CH:13][C:12]([O:34][C:35]2[CH:42]=[CH:41][CH:40]=[C:37]([C:38]#[N:39])[CH:36]=2)=[N:11][CH:10]=1. The yield is 0.880. (2) The reactants are Cl[C:2]1[CH:7]=[C:6]([C:8](=[O:19])[C:9]([C:11]2[CH:16]=[CH:15][C:14]([O:17][CH3:18])=[CH:13][CH:12]=2)=[O:10])[CH:5]=[CH:4][N:3]=1.[C:20]([C:22]1[CH:23]=[C:24](B(O)O)[CH:25]=[CH:26][CH:27]=1)#[N:21]. No catalyst specified. The product is [CH3:18][O:17][C:14]1[CH:15]=[CH:16][C:11]([C:9](=[O:10])[C:8]([C:6]2[CH:5]=[CH:4][N:3]=[C:2]([C:26]3[CH:27]=[C:22]([CH:23]=[CH:24][CH:25]=3)[C:20]#[N:21])[CH:7]=2)=[O:19])=[CH:12][CH:13]=1. The yield is 0.670. (3) The reactants are Cl[C:2]1[N:7]=[C:6]([N:8]2[CH2:13][CH2:12][O:11][CH2:10][CH2:9]2)[N:5]=[C:4]([N:14]2[C:18]3[CH:19]=[CH:20][CH:21]=[C:22]([O:23][CH3:24])[C:17]=3[N:16]=[C:15]2[CH:25]([F:27])[F:26])[N:3]=1.[CH3:28][N:29]([CH:37]1[CH2:42][CH2:41][NH:40][CH2:39][CH2:38]1)[C:30](=[O:36])[O:31][C:32]([CH3:35])([CH3:34])[CH3:33]. No catalyst specified. The product is [F:26][CH:25]([F:27])[C:15]1[N:14]([C:4]2[N:5]=[C:6]([N:8]3[CH2:13][CH2:12][O:11][CH2:10][CH2:9]3)[N:7]=[C:2]([N:40]3[CH2:39][CH2:38][CH:37]([N:29]([CH3:28])[C:30](=[O:36])[O:31][C:32]([CH3:33])([CH3:34])[CH3:35])[CH2:42][CH2:41]3)[N:3]=2)[C:18]2[CH:19]=[CH:20][CH:21]=[C:22]([O:23][CH3:24])[C:17]=2[N:16]=1. The yield is 0.930. (4) The reactants are [C:1]1([C:7]2[N:11]([CH2:12][C:13]3[CH:18]=[CH:17][C:16]([C:19]([F:22])([F:21])[F:20])=[CH:15][CH:14]=3)[C:10]([C:23]3[CH:24]=[C:25]4[C:30](=[CH:31][CH:32]=3)[CH:29]=[C:28]([OH:33])[CH:27]=[CH:26]4)=[CH:9][CH:8]=2)[CH:6]=[CH:5][CH:4]=[CH:3][CH:2]=1.Br[CH2:35][C:36]#[N:37].C(=O)([O-])[O-].[Cs+].[Cs+]. No catalyst specified. The product is [C:1]1([C:7]2[N:11]([CH2:12][C:13]3[CH:14]=[CH:15][C:16]([C:19]([F:22])([F:21])[F:20])=[CH:17][CH:18]=3)[C:10]([C:23]3[CH:24]=[C:25]4[C:30](=[CH:31][CH:32]=3)[CH:29]=[C:28]([O:33][CH2:35][C:36]#[N:37])[CH:27]=[CH:26]4)=[CH:9][CH:8]=2)[CH:2]=[CH:3][CH:4]=[CH:5][CH:6]=1. The yield is 0.920. (5) The product is [CH2:1]([O:3][CH:4]([O:7][CH2:8][CH3:9])[CH2:5][NH:6][CH2:11][CH2:12][C:13]([O:15][CH3:16])=[O:14])[CH3:2]. The yield is 0.270. No catalyst specified. The reactants are [CH2:1]([O:3][CH:4]([O:7][CH2:8][CH3:9])[CH2:5][NH2:6])[CH3:2].Br[CH2:11][CH2:12][C:13]([O:15][CH3:16])=[O:14]. (6) The reactants are [C:1]1([C:7]2[O:8][C:9]([C:15]([F:18])([F:17])[F:16])=[C:10]([C:12]([OH:14])=O)[N:11]=2)[CH:6]=[CH:5][CH:4]=[CH:3][CH:2]=1.C(Cl)(=O)C(Cl)=O.[C:25]([O:29][C:30]([N:32]1[CH2:36][CH2:35][C@H:34]([O:37][C:38]2[CH:43]=[CH:42][C:41]([NH2:44])=[CH:40][CH:39]=2)[CH2:33]1)=[O:31])([CH3:28])([CH3:27])[CH3:26].C(N(CC)CC)C. The catalyst is ClCCl.CN(C=O)C. The product is [C:25]([O:29][C:30]([N:32]1[CH2:36][CH2:35][C@H:34]([O:37][C:38]2[CH:43]=[CH:42][C:41]([NH:44][C:12]([C:10]3[N:11]=[C:7]([C:1]4[CH:2]=[CH:3][CH:4]=[CH:5][CH:6]=4)[O:8][C:9]=3[C:15]([F:18])([F:17])[F:16])=[O:14])=[CH:40][CH:39]=2)[CH2:33]1)=[O:31])([CH3:28])([CH3:26])[CH3:27]. The yield is 0.851. (7) The reactants are [S:1]1[C:5]2[CH2:6][CH2:7][CH2:8][CH2:9][C:4]=2[N:3]=[C:2]1[NH2:10].[N:11]1([C:16](N2C=CN=C2)=[S:17])[CH:15]=[CH:14][N:13]=[CH:12]1. The catalyst is C(#N)C. The product is [S:1]1[C:5]2[CH2:6][CH2:7][CH2:8][CH2:9][C:4]=2[N:3]=[C:2]1[NH:10][C:16]([N:11]1[CH:15]=[CH:14][N:13]=[CH:12]1)=[S:17]. The yield is 0.700. (8) The reactants are Br[C:2]1[CH:3]=[C:4]([CH:8]2[C:17]([CH3:19])([CH3:18])[CH2:16][C:15]3[C:10](=[CH:11][CH:12]=[C:13]([C:20]([OH:22])=[O:21])[CH:14]=3)[NH:9]2)[CH:5]=[CH:6][CH:7]=1.[CH:23]([C@@H:26]1[CH2:30][O:29][C:28](=[O:31])[NH:27]1)([CH3:25])[CH3:24].Cl.CN(C)CC(O)=O.C(=O)([O-])[O-].[K+].[K+]. The catalyst is CS(C)=O.[Cu]I. The product is [CH:23]([C@@H:26]1[CH2:30][O:29][C:28](=[O:31])[N:27]1[C:2]1[CH:3]=[C:4]([CH:8]2[C:17]([CH3:19])([CH3:18])[CH2:16][C:15]3[C:10](=[CH:11][CH:12]=[C:13]([C:20]([OH:22])=[O:21])[CH:14]=3)[NH:9]2)[CH:5]=[CH:6][CH:7]=1)([CH3:25])[CH3:24]. The yield is 0.800. (9) The reactants are [CH3:1][S:2]([C:5]1[CH:10]=[CH:9][C:8]([N:11]2[CH2:16][CH2:15][NH:14][CH2:13][CH2:12]2)=[CH:7][C:6]=1[NH:17][C:18]1[C:27]2[C:22](=[CH:23][CH:24]=[CH:25][CH:26]=2)[CH:21]=[CH:20][CH:19]=1)(=[O:4])=[O:3].[ClH:28]. The catalyst is ClCCl.C(OCC)C. The product is [ClH:28].[CH3:1][S:2]([C:5]1[CH:10]=[CH:9][C:8]([N:11]2[CH2:12][CH2:13][NH:14][CH2:15][CH2:16]2)=[CH:7][C:6]=1[NH:17][C:18]1[C:27]2[C:22](=[CH:23][CH:24]=[CH:25][CH:26]=2)[CH:21]=[CH:20][CH:19]=1)(=[O:3])=[O:4]. The yield is 0.940.